Predict the reaction yield, written as a fraction of the theoretical maximum amount of product (1.0 means a 100% yield; for example, 0.34 means a 34% yield). From a dataset of Reaction yield outcomes from USPTO patents with 853,638 reactions. (1) The reactants are [CH3:1][O:2][CH2:3][CH2:4][O:5][C:6]1[CH:7]=[C:8]2[C:13](=[CH:14][C:15]=1[O:16][CH2:17][CH2:18][O:19][CH3:20])[N:12]=[CH:11][NH:10][C:9]2=O.O=P(Cl)(Cl)[Cl:24]. The catalyst is C1(C)C=CC=CC=1. The product is [Cl:24][C:9]1[C:8]2[C:13](=[CH:14][C:15]([O:16][CH2:17][CH2:18][O:19][CH3:20])=[C:6]([O:5][CH2:4][CH2:3][O:2][CH3:1])[CH:7]=2)[N:12]=[CH:11][N:10]=1. The yield is 0.910. (2) The reactants are [C:1]([O:5][C:6]([N:8]([CH2:19][C:20]1[CH:25]=[CH:24][CH:23]=[CH:22][CH:21]=1)[C@H:9]([CH2:17][OH:18])[CH2:10][C:11]1[CH:16]=[CH:15][CH:14]=[CH:13][CH:12]=1)=[O:7])([CH3:4])([CH3:3])[CH3:2].CC1(C)N([O])C(C)(C)CCC1.[Br-].[Na+].C(=O)(O)[O-].[Na+]. The catalyst is C1(C)C=CC=CC=1.O.C(OCC)(=O)C. The product is [C:1]([O:5][C:6]([N:8]([CH2:19][C:20]1[CH:21]=[CH:22][CH:23]=[CH:24][CH:25]=1)[C@H:9]([CH:17]=[O:18])[CH2:10][C:11]1[CH:12]=[CH:13][CH:14]=[CH:15][CH:16]=1)=[O:7])([CH3:4])([CH3:2])[CH3:3]. The yield is 1.00. (3) The reactants are C[O:2][C:3](=[O:33])[CH2:4][C:5]1[CH:10]=[CH:9][C:8]([C:11]#[C:12][C:13]2[CH:22]=[C:21]([O:23][CH3:24])[C:20]3[CH:19]([N:25]([CH:27]4[CH2:29][CH2:28]4)[CH3:26])[CH2:18][CH2:17][C:16]([CH3:31])([CH3:30])[C:15]=3[CH:14]=2)=[CH:7][C:6]=1[F:32].[OH-].[Li+]. The catalyst is CO.O1CCCC1. The product is [CH:27]1([N:25]([CH3:26])[CH:19]2[CH2:18][CH2:17][C:16]([CH3:30])([CH3:31])[C:15]3[CH:14]=[C:13]([C:12]#[C:11][C:8]4[CH:9]=[CH:10][C:5]([CH2:4][C:3]([OH:33])=[O:2])=[C:6]([F:32])[CH:7]=4)[CH:22]=[C:21]([O:23][CH3:24])[C:20]2=3)[CH2:28][CH2:29]1. The yield is 0.350. (4) The reactants are Cl.[CH3:2][O:3][C:4]1[CH:17]=[CH:16][C:7]([C:8]([O:10][CH2:11][C:12]([NH2:15])([CH3:14])[CH3:13])=[O:9])=[CH:6][CH:5]=1.C([O-])([O-])=O.[Na+].[Na+].[C:24](Cl)(Cl)=[S:25]. The catalyst is C(Cl)Cl. The product is [CH3:2][O:3][C:4]1[CH:5]=[CH:6][C:7]([C:8]([O:10][CH2:11][C:12]([N:15]=[C:24]=[S:25])([CH3:14])[CH3:13])=[O:9])=[CH:16][CH:17]=1. The yield is 0.990. (5) The yield is 0.910. The catalyst is C(O)(=O)C. The reactants are [CH3:1][O:2][C:3]1[CH:8]=[C:7]([CH3:9])[C:6]([NH:10][C:11](=[O:17])[O:12][C:13]([CH3:16])([CH3:15])[CH3:14])=[C:5]([CH3:18])[C:4]=1[CH3:19].C([O-])(=O)C.[Na+].[Br:25]Br.O. The product is [Br:25][C:8]1[C:7]([CH3:9])=[C:6]([NH:10][C:11](=[O:17])[O:12][C:13]([CH3:14])([CH3:15])[CH3:16])[C:5]([CH3:18])=[C:4]([CH3:19])[C:3]=1[O:2][CH3:1]. (6) The product is [CH2:17]([N:14]1[CH2:15][CH2:16][N:12]([C:4]2[S:5][C:6]([C:7]([OH:9])=[O:8])=[C:2]([CH3:1])[N:3]=2)[C:13]1=[O:23])[CH2:18][CH2:19][CH3:20]. The yield is 0.940. No catalyst specified. The reactants are [CH3:1][C:2]1[N:3]=[C:4]([N:12]2[CH2:16][CH2:15][N:14]([C:17]3C=C[CH:20]=[CH:19][CH:18]=3)[C:13]2=[O:23])[S:5][C:6]=1[C:7]([O:9]CC)=[O:8].C(N1CCN(C2SC(C(OCC)=O)=C(C)N=2)C1=O)CCC.